This data is from Catalyst prediction with 721,799 reactions and 888 catalyst types from USPTO. The task is: Predict which catalyst facilitates the given reaction. Reactant: [CH:1]1([CH2:4][C:5](Cl)=[O:6])[CH2:3][CH2:2]1.[NH:8]([C:10]1[C:15]([C:16]([F:19])([F:18])[F:17])=[C:14]([O:20][CH2:21][C:22]2([C:28]3[CH:33]=[CH:32][CH:31]=[CH:30][CH:29]=3)[CH2:27][CH2:26][CH2:25][CH2:24][CH2:23]2)[CH:13]=[CH:12][N:11]=1)[NH2:9].C(N(CC)CC)C. Product: [CH:1]1([CH2:4][C:5]([NH:9][NH:8][C:10]2[C:15]([C:16]([F:19])([F:18])[F:17])=[C:14]([O:20][CH2:21][C:22]3([C:28]4[CH:29]=[CH:30][CH:31]=[CH:32][CH:33]=4)[CH2:23][CH2:24][CH2:25][CH2:26][CH2:27]3)[CH:13]=[CH:12][N:11]=2)=[O:6])[CH2:3][CH2:2]1. The catalyst class is: 34.